Dataset: Full USPTO retrosynthesis dataset with 1.9M reactions from patents (1976-2016). Task: Predict the reactants needed to synthesize the given product. (1) The reactants are: [OH:1][CH2:2][CH:3]1[CH:7]([CH:8]([OH:12])[CH:9]([OH:11])[CH3:10])[O:6][C:5]([CH3:14])([CH3:13])[O:4]1.I[CH2:16][C:17]([O-:19])=[O:18].[Na+].[OH-].[Na+].I[CH3:24]. Given the product [OH:12][CH:8]([C@H:7]1[O:6][C:5]([CH3:13])([CH3:14])[O:4][C@H:3]1[CH2:2][O:1][CH2:16][C:17]([O:19][CH3:24])=[O:18])[CH:9]([OH:11])[CH3:10], predict the reactants needed to synthesize it. (2) The reactants are: C(OC([NH:8][NH:9][C:10](=[S:18])[C:11]1[CH:16]=[CH:15][C:14]([F:17])=[CH:13][CH:12]=1)=O)(C)(C)C.[ClH:19].O1CCOCC1. Given the product [ClH:19].[F:17][C:14]1[CH:15]=[CH:16][C:11]([C:10]([NH:9][NH2:8])=[S:18])=[CH:12][CH:13]=1, predict the reactants needed to synthesize it.